Dataset: Reaction yield outcomes from USPTO patents with 853,638 reactions. Task: Predict the reaction yield, written as a fraction of the theoretical maximum amount of product (1.0 means a 100% yield; for example, 0.34 means a 34% yield). The reactants are Br[C:2]1[CH:24]=[CH:23][C:5]2[C:6]3[N:7]([CH:11]=[C:12]([C:14]4[N:18]([CH:19]([CH3:21])[CH3:20])[N:17]=[C:16]([CH3:22])[N:15]=4)[N:13]=3)[CH2:8][CH2:9][O:10][C:4]=2[CH:3]=1.C(=O)([O-])[O-].[Cs+].[Cs+].[CH2:31]1COC[CH2:32]1. The catalyst is O.[Cl-].[Na+].O.C1C=CC([P]([Pd]([P](C2C=CC=CC=2)(C2C=CC=CC=2)C2C=CC=CC=2)([P](C2C=CC=CC=2)(C2C=CC=CC=2)C2C=CC=CC=2)[P](C2C=CC=CC=2)(C2C=CC=CC=2)C2C=CC=CC=2)(C2C=CC=CC=2)C2C=CC=CC=2)=CC=1. The product is [CH:19]([N:18]1[C:14]([C:12]2[N:13]=[C:6]3[C:5]4[CH:23]=[CH:24][C:2]([CH:31]=[CH2:32])=[CH:3][C:4]=4[O:10][CH2:9][CH2:8][N:7]3[CH:11]=2)=[N:15][C:16]([CH3:22])=[N:17]1)([CH3:21])[CH3:20]. The yield is 0.890.